Dataset: Catalyst prediction with 721,799 reactions and 888 catalyst types from USPTO. Task: Predict which catalyst facilitates the given reaction. (1) Reactant: [Cl:1][C:2]1[CH:23]=[C:22]([O:24]C)[CH:21]=[C:20]([Cl:26])[C:3]=1[CH2:4][CH:5]1[CH2:9][CH2:8][N:7]([CH:10]2[CH2:18][CH2:17][C:16]3[C:12](=[CH:13][NH:14][N:15]=3)[CH2:11]2)[C:6]1=[O:19].B(Br)(Br)Br.CO. Product: [Cl:26][C:20]1[CH:21]=[C:22]([OH:24])[CH:23]=[C:2]([Cl:1])[C:3]=1[CH2:4][CH:5]1[CH2:9][CH2:8][N:7]([CH:10]2[CH2:18][CH2:17][C:16]3[C:12](=[CH:13][NH:14][N:15]=3)[CH2:11]2)[C:6]1=[O:19]. The catalyst class is: 2. (2) Reactant: Br[CH2:2][C:3]#[N:4].[NH2:5][C:6]([NH:8][C:9]1[C:10]([C:30]([NH2:32])=[O:31])=[N:11][N:12]([C:14]2[CH:19]=[CH:18][C:17]([C:20]3[CH:25]=[CH:24][CH:23]=[C:22]([OH:26])[CH:21]=3)=[C:16]([O:27][CH2:28][CH3:29])[CH:15]=2)[CH:13]=1)=[O:7].C([O-])([O-])=O.[Cs+].[Cs+]. Product: [NH2:5][C:6]([NH:8][C:9]1[C:10]([C:30]([NH2:32])=[O:31])=[N:11][N:12]([C:14]2[CH:19]=[CH:18][C:17]([C:20]3[CH:25]=[CH:24][CH:23]=[C:22]([O:26][CH2:2][C:3]#[N:4])[CH:21]=3)=[C:16]([O:27][CH2:28][CH3:29])[CH:15]=2)[CH:13]=1)=[O:7]. The catalyst class is: 3. (3) Reactant: [N+:1]([C:4]1[CH:9]=[CH:8][C:7]([N:10]2[C:18]3[CH:17]=[CH:16][CH:15]=[C:14]([OH:19])[C:13]=3[CH:12]=[CH:11]2)=[CH:6][CH:5]=1)([O-:3])=[O:2].[C:20](OC(=O)C)(=[O:22])[CH3:21].C(N(CC)CC)C. Product: [N+:1]([C:4]1[CH:9]=[CH:8][C:7]([N:10]2[C:18]3[C:13](=[C:14]([O:19][C:20](=[O:22])[CH3:21])[CH:15]=[CH:16][CH:17]=3)[CH:12]=[CH:11]2)=[CH:6][CH:5]=1)([O-:3])=[O:2]. The catalyst class is: 2. (4) Reactant: [CH3:1][C:2]1[C:6]([CH2:7][O:8][C:9]2[CH:14]=[CH:13][C:12]([S:15](Cl)(=[O:17])=[O:16])=[CH:11][CH:10]=2)=[C:5]([CH3:19])[O:4][N:3]=1.[CH:20]([C:23]1[CH:24]=[CH:25][C:26]([NH2:29])=[N:27][CH:28]=1)([CH3:22])[CH3:21].ClCCl. Product: [CH3:1][C:2]1[C:6]([CH2:7][O:8][C:9]2[CH:14]=[CH:13][C:12]([S:15]([NH:29][C:26]3[CH:25]=[CH:24][C:23]([CH:20]([CH3:22])[CH3:21])=[CH:28][N:27]=3)(=[O:17])=[O:16])=[CH:11][CH:10]=2)=[C:5]([CH3:19])[O:4][N:3]=1. The catalyst class is: 17.